This data is from NCI-60 drug combinations with 297,098 pairs across 59 cell lines. The task is: Regression. Given two drug SMILES strings and cell line genomic features, predict the synergy score measuring deviation from expected non-interaction effect. (1) Drug 1: C1=CN(C=N1)CC(O)(P(=O)(O)O)P(=O)(O)O. Drug 2: CC(C)NC(=O)C1=CC=C(C=C1)CNNC.Cl. Cell line: SNB-75. Synergy scores: CSS=-2.49, Synergy_ZIP=6.53, Synergy_Bliss=0.661, Synergy_Loewe=-2.93, Synergy_HSA=-1.73. (2) Drug 1: COC1=CC(=CC(=C1O)OC)C2C3C(COC3=O)C(C4=CC5=C(C=C24)OCO5)OC6C(C(C7C(O6)COC(O7)C8=CC=CS8)O)O. Drug 2: C(CN)CNCCSP(=O)(O)O. Cell line: SK-MEL-28. Synergy scores: CSS=22.9, Synergy_ZIP=-7.89, Synergy_Bliss=-2.80, Synergy_Loewe=-39.3, Synergy_HSA=-1.68. (3) Drug 1: C1CCC(C1)C(CC#N)N2C=C(C=N2)C3=C4C=CNC4=NC=N3. Drug 2: COC1=C2C(=CC3=C1OC=C3)C=CC(=O)O2. Cell line: OVCAR-4. Synergy scores: CSS=-1.58, Synergy_ZIP=0.177, Synergy_Bliss=-1.85, Synergy_Loewe=-1.85, Synergy_HSA=-2.48. (4) Drug 1: CC1=CC=C(C=C1)C2=CC(=NN2C3=CC=C(C=C3)S(=O)(=O)N)C(F)(F)F. Drug 2: CN1C2=C(C=C(C=C2)N(CCCl)CCCl)N=C1CCCC(=O)O.Cl. Cell line: TK-10. Synergy scores: CSS=-3.18, Synergy_ZIP=2.18, Synergy_Bliss=1.85, Synergy_Loewe=-1.90, Synergy_HSA=-1.57. (5) Drug 1: C1=NC2=C(N=C(N=C2N1C3C(C(C(O3)CO)O)O)F)N. Drug 2: CS(=O)(=O)OCCCCOS(=O)(=O)C. Cell line: SN12C. Synergy scores: CSS=10.2, Synergy_ZIP=-3.00, Synergy_Bliss=0.463, Synergy_Loewe=-0.860, Synergy_HSA=-0.820. (6) Drug 1: C(CC(=O)O)C(=O)CN.Cl. Drug 2: CC1C(C(CC(O1)OC2CC(CC3=C2C(=C4C(=C3O)C(=O)C5=CC=CC=C5C4=O)O)(C(=O)C)O)N)O. Cell line: UACC62. Synergy scores: CSS=57.1, Synergy_ZIP=-3.91, Synergy_Bliss=-4.57, Synergy_Loewe=-52.1, Synergy_HSA=-2.85. (7) Drug 1: CN1CCC(CC1)COC2=C(C=C3C(=C2)N=CN=C3NC4=C(C=C(C=C4)Br)F)OC. Drug 2: CN1C(=O)N2C=NC(=C2N=N1)C(=O)N. Cell line: RXF 393. Synergy scores: CSS=-6.15, Synergy_ZIP=-1.62, Synergy_Bliss=-9.62, Synergy_Loewe=-19.9, Synergy_HSA=-11.3.